From a dataset of Forward reaction prediction with 1.9M reactions from USPTO patents (1976-2016). Predict the product of the given reaction. (1) Given the reactants [O:1]1[C:10]2[C:5](=[CH:6][CH:7]=[CH:8][CH:9]=2)[CH2:4][CH:3]([NH2:11])[CH2:2]1.C([O:16][C:17]([C:19]1[CH:24]=[CH:23][CH:22]=[CH:21][C:20]=1[C:25]1[CH:30]=[CH:29][C:28]([CH2:31][N:32]2[C:40]3[C:35](=[CH:36][C:37]([C:41](O)=[O:42])=[CH:38][CH:39]=3)[C:34]([CH3:44])=[C:33]2[CH3:45])=[CH:27][CH:26]=1)=[O:18])(C)(C)C, predict the reaction product. The product is: [O:1]1[C:10]2[C:5](=[CH:6][CH:7]=[CH:8][CH:9]=2)[CH2:4][CH:3]([NH:11][C:41]([C:37]2[CH:36]=[C:35]3[C:40](=[CH:39][CH:38]=2)[N:32]([CH2:31][C:28]2[CH:27]=[CH:26][C:25]([C:20]4[C:19]([C:17]([OH:18])=[O:16])=[CH:24][CH:23]=[CH:22][CH:21]=4)=[CH:30][CH:29]=2)[C:33]([CH3:45])=[C:34]3[CH3:44])=[O:42])[CH2:2]1. (2) Given the reactants C([O:8][C:9]1[CH:10]=[N:11][C:12]([N:15]2[C:20](=[O:21])[C:19]([CH2:22][C:23]3[CH:28]=[CH:27][C:26]([C:29]4[C:30]([C:35]#[N:36])=[CH:31][CH:32]=[CH:33][CH:34]=4)=[CH:25][CH:24]=3)=[C:18]([CH2:37][CH2:38][CH2:39][CH3:40])[N:17]=[C:16]2[CH3:41])=[N:13][CH:14]=1)C1C=CC=CC=1, predict the reaction product. The product is: [CH2:37]([C:18]1[N:17]=[C:16]([CH3:41])[N:15]([C:12]2[N:13]=[CH:14][C:9]([OH:8])=[CH:10][N:11]=2)[C:20](=[O:21])[C:19]=1[CH2:22][C:23]1[CH:24]=[CH:25][C:26]([C:29]2[C:30]([C:35]#[N:36])=[CH:31][CH:32]=[CH:33][CH:34]=2)=[CH:27][CH:28]=1)[CH2:38][CH2:39][CH3:40]. (3) Given the reactants [Cl:1][C:2]1[N:7]=[C:6]([C:8](O)=O)[CH:5]=[CH:4][CH:3]=1.[C:11]([NH2:20])(=O)[C:12]1[C:13](=[CH:15][CH:16]=[CH:17][CH:18]=1)[NH2:14].[Cl:21][C:22]1[CH:29]=[CH:28][C:25]([CH2:26][NH2:27])=[CH:24][CH:23]=1, predict the reaction product. The product is: [Cl:21][C:22]1[CH:29]=[CH:28][C:25]([CH2:26][NH:27][C:11]2[C:12]3[C:13](=[CH:15][CH:16]=[CH:17][CH:18]=3)[N:14]=[C:8]([C:6]3[CH:5]=[CH:4][CH:3]=[C:2]([Cl:1])[N:7]=3)[N:20]=2)=[CH:24][CH:23]=1. (4) Given the reactants [C:1]([NH:4][C@@H:5]([CH3:9])[C:6](O)=[O:7])(=[O:3])[CH3:2].Cl.[OH:11][C@H:12]1[CH2:16][NH:15][C@H:14]([C:17]([O:19][CH2:20][C:21]2[CH:26]=[CH:25][CH:24]=[CH:23][CH:22]=2)=[O:18])[CH2:13]1.CCN(C(C)C)C(C)C.CN(C(ON1N=NC2C=CC=NC1=2)=[N+](C)C)C.F[P-](F)(F)(F)(F)F.C(=O)(O)[O-].[Na+], predict the reaction product. The product is: [C:1]([NH:4][C@@H:5]([CH3:9])[C:6]([N:15]1[CH2:16][C@H:12]([OH:11])[CH2:13][C@H:14]1[C:17]([O:19][CH2:20][C:21]1[CH:26]=[CH:25][CH:24]=[CH:23][CH:22]=1)=[O:18])=[O:7])(=[O:3])[CH3:2]. (5) Given the reactants [F:1][C:2]([F:14])([F:13])[O:3][C:4]1[CH:9]=[CH:8][C:7]([N:10]=[C:11]=[O:12])=[CH:6][CH:5]=1.[NH2:15][CH:16]1[CH2:21][CH2:20][N:19]([C:22](=[O:28])[CH:23]([CH2:26][CH3:27])[CH2:24][CH3:25])[CH2:18][CH2:17]1.C(C(CC)C(O)=O)C.Cl, predict the reaction product. The product is: [CH2:26]([CH:23]([CH2:24][CH3:25])[C:22]([N:19]1[CH2:18][CH2:17][CH:16]([NH:15][C:11]([NH:10][C:7]2[CH:6]=[CH:5][C:4]([O:3][C:2]([F:13])([F:14])[F:1])=[CH:9][CH:8]=2)=[O:12])[CH2:21][CH2:20]1)=[O:28])[CH3:27]. (6) Given the reactants Cl.[CH3:2][C:3]1[S:4][C:5]2[CH:11]=[CH:10][C:9]([O:12][CH2:13][C@H:14]([OH:22])[CH2:15][N:16]3[CH2:21][CH2:20][NH:19][CH2:18][CH2:17]3)=[CH:8][C:6]=2[N:7]=1.C(N(CC)CC)C.Cl[CH2:31][C:32]1[CH:36]=[C:35]([C:37]2[CH:42]=[CH:41][C:40]([C:43]([F:46])([F:45])[F:44])=[CH:39][CH:38]=2)[O:34][N:33]=1, predict the reaction product. The product is: [CH3:2][C:3]1[S:4][C:5]2[CH:11]=[CH:10][C:9]([O:12][CH2:13][C@H:14]([OH:22])[CH2:15][N:16]3[CH2:17][CH2:18][N:19]([CH2:31][C:32]4[CH:36]=[C:35]([C:37]5[CH:38]=[CH:39][C:40]([C:43]([F:45])([F:44])[F:46])=[CH:41][CH:42]=5)[O:34][N:33]=4)[CH2:20][CH2:21]3)=[CH:8][C:6]=2[N:7]=1. (7) Given the reactants C(N(CC)CC)C.Cl[C:9]1[N:14]=[C:13]([Cl:15])[N:12]=[C:11]2[NH:16][N:17]=[C:18]([S:19][CH3:20])[C:10]=12.[NH2:21][C:22]1[CH:27]=[CH:26][C:25]([NH:28][C:29](=[O:31])[CH3:30])=[CH:24][CH:23]=1, predict the reaction product. The product is: [Cl:15][C:13]1[N:12]=[C:11]2[NH:16][N:17]=[C:18]([S:19][CH3:20])[C:10]2=[C:9]([NH:21][C:22]2[CH:23]=[CH:24][C:25]([NH:28][C:29](=[O:31])[CH3:30])=[CH:26][CH:27]=2)[N:14]=1. (8) The product is: [NH2:1][C:2]1[N:7]([C:8]2[C:22]([F:23])=[CH:21][C:11]([O:12][CH2:13][CH2:14][CH2:15][NH:44][C@@H:43]([CH2:45][CH:46]([CH3:47])[CH3:48])[C:42]([O:41][CH:36]3[CH2:37][CH2:38][CH2:39][CH2:40]3)=[O:49])=[CH:10][C:9]=2[F:24])[C:6](=[O:25])[CH:5]=[CH:4][C:3]=1[C:26](=[O:35])[C:27]1[CH:32]=[CH:31][C:30]([F:33])=[C:29]([CH3:34])[CH:28]=1. Given the reactants [NH2:1][C:2]1[N:7]([C:8]2[C:22]([F:23])=[CH:21][C:11]([O:12][CH2:13][CH2:14][CH2:15]OS(C)(=O)=O)=[CH:10][C:9]=2[F:24])[C:6](=[O:25])[CH:5]=[CH:4][C:3]=1[C:26](=[O:35])[C:27]1[CH:32]=[CH:31][C:30]([F:33])=[C:29]([CH3:34])[CH:28]=1.[CH:36]1([O:41][C:42](=[O:49])[C@H:43]([CH2:45][CH:46]([CH3:48])[CH3:47])[NH2:44])[CH2:40][CH2:39][CH2:38][CH2:37]1, predict the reaction product. (9) The product is: [C:1]([O:5][CH2:21][CH:20]1[CH2:18][O:19][C:27]([O:29][CH3:30])([CH3:28])[O:31]1)(=[O:4])[CH:2]=[CH2:3]. Given the reactants [C:1]([OH:5])(=[O:4])[CH:2]=[CH2:3].Cl.C(N(CC)CC)C.[C:18]1([CH:21]=[CH:20][C:18]([OH:19])=[CH:21][CH:20]=1)[OH:19].C1OC1CO.[C:27](OC)([O:31]C)([O:29][CH3:30])[CH3:28], predict the reaction product. (10) Given the reactants [C:9](O[C:9]([O:11][C:12]([CH3:15])([CH3:14])[CH3:13])=[O:10])([O:11][C:12]([CH3:15])([CH3:14])[CH3:13])=[O:10].[Br:16][C:17]1[CH:31]=[CH:30][C:20]2=[N:21][C:22]3[CH2:23][CH2:24][NH:25][CH2:26][C:27]=3[C:28]([Cl:29])=[C:19]2[CH:18]=1, predict the reaction product. The product is: [Br:16][C:17]1[CH:31]=[CH:30][C:20]2=[N:21][C:22]3[CH2:23][CH2:24][N:25]([C:9]([O:11][C:12]([CH3:13])([CH3:14])[CH3:15])=[O:10])[CH2:26][C:27]=3[C:28]([Cl:29])=[C:19]2[CH:18]=1.